This data is from Catalyst prediction with 721,799 reactions and 888 catalyst types from USPTO. The task is: Predict which catalyst facilitates the given reaction. Reactant: [C:1]([O:5][C:6]([NH:8][C:9]1([C:12]([OH:14])=O)[CH2:11][CH2:10]1)=[O:7])([CH3:4])([CH3:3])[CH3:2].CCN=C=NCCCN(C)C.Cl.[F:27][C:28]([F:32])([F:31])[CH2:29][NH2:30]. Product: [C:1]([O:5][C:6](=[O:7])[NH:8][C:9]1([C:12](=[O:14])[NH:30][CH2:29][C:28]([F:32])([F:31])[F:27])[CH2:10][CH2:11]1)([CH3:2])([CH3:3])[CH3:4]. The catalyst class is: 172.